Predict the reaction yield, written as a fraction of the theoretical maximum amount of product (1.0 means a 100% yield; for example, 0.34 means a 34% yield). From a dataset of Reaction yield outcomes from USPTO patents with 853,638 reactions. (1) The reactants are [F:1][C:2]([F:20])([F:19])[C@@H:3]([C:5]1[CH:10]=[CH:9][C:8]([C:11]2[CH:16]=[CH:15][CH:14]=[C:13]([O:17][CH3:18])[CH:12]=2)=[CH:7][CH:6]=1)[OH:4].[NH2:21][C:22]1[N:27]=[C:26]([C:28]2[CH:33]=[CH:32][C:31]([CH2:34][C@H:35]([NH:39]C(OC(C)(C)C)=O)[C:36]([OH:38])=[O:37])=[CH:30][CH:29]=2)[CH:25]=[C:24](Cl)[N:23]=1.C(=O)([O-])[O-].[Cs+].[Cs+].O1CCOCC1. The catalyst is S(=O)(=O)(O)[O-].C([N+](CCCC)(CCCC)CCCC)CCC.C1COCC1.O. The product is [NH2:39][C@@H:35]([CH2:34][C:31]1[CH:32]=[CH:33][C:28]([C:26]2[CH:25]=[C:24]([O:4][C@H:3]([C:5]3[CH:6]=[CH:7][C:8]([C:11]4[CH:16]=[CH:15][CH:14]=[C:13]([O:17][CH3:18])[CH:12]=4)=[CH:9][CH:10]=3)[C:2]([F:19])([F:20])[F:1])[N:23]=[C:22]([NH2:21])[N:27]=2)=[CH:29][CH:30]=1)[C:36]([OH:38])=[O:37]. The yield is 0.690. (2) The reactants are [Br:1][C:2]1[CH:9]=[CH:8][C:5]([CH2:6][NH2:7])=[CH:4][CH:3]=1.F[C:11]1[CH:19]=[N:18][CH:17]=[CH:16][C:12]=1[C:13]([OH:15])=[O:14]. No catalyst specified. The product is [Br:1][C:2]1[CH:9]=[CH:8][C:5]([CH2:6][NH:7][C:16]2[CH:17]=[N:18][CH:19]=[CH:11][C:12]=2[C:13]([OH:15])=[O:14])=[CH:4][CH:3]=1. The yield is 0.390. (3) The reactants are [NH:1]1[C:9]2[C:4](=[CH:5][CH:6]=[CH:7][N:8]=2)[CH:3]=[C:2]1C=O.[H-].[Na+].[CH3:14][S:15](Cl)(=[O:17])=[O:16].CN([CH:22]=[O:23])C. The product is [CH3:14][S:15]([N:1]1[C:9]2=[N:8][CH:7]=[CH:6][CH:5]=[C:4]2[C:3]([CH:22]=[O:23])=[CH:2]1)(=[O:17])=[O:16]. The yield is 0.800. The catalyst is C(OCC)(=O)C.